Dataset: Full USPTO retrosynthesis dataset with 1.9M reactions from patents (1976-2016). Task: Predict the reactants needed to synthesize the given product. (1) Given the product [I:28][C:4]1[CH:3]=[CH:2][C:1]([C@H:7]2[CH2:11][O:10][CH2:9][C@H:8]2[NH2:12])=[CH:6][CH:5]=1, predict the reactants needed to synthesize it. The reactants are: [C:1]1([C@H:7]2[CH2:11][O:10][CH2:9][C@H:8]2[NH2:12])[CH:6]=[CH:5][CH:4]=[CH:3][CH:2]=1.FC(F)(F)S(O)(=O)=O.C1C(=O)N([I:28])C(=O)C1.C([O-])(O)=O.[Na+]. (2) Given the product [Cl:1][C:2]1[CH:7]=[C:6]2[NH:8][C:9](=[O:39])[C:10]3([CH:15]([C:16]4[CH:21]=[C:20]([Cl:22])[CH:19]=[CH:18][C:17]=4[O:23][C:50]([C:78](=[O:79])[N:76]([CH3:77])[CH3:75])([CH3:51])[CH3:49])[CH2:14][C:13](=[O:30])[NH:12][CH:11]3[C:31]3[CH:36]=[C:35]([F:37])[CH:34]=[CH:33][C:32]=3[F:38])[C:5]2=[CH:4][CH:3]=1, predict the reactants needed to synthesize it. The reactants are: [Cl:1][C:2]1[CH:7]=[C:6]2[NH:8][C:9](=[O:39])[C:10]3([CH:15]([C:16]4[CH:21]=[C:20]([Cl:22])[CH:19]=[CH:18][C:17]=4[O:23]CC(C(O)=O)C)[CH2:14][C:13](=[O:30])[NH:12][CH:11]3[C:31]3[CH:36]=[C:35]([F:37])[CH:34]=[CH:33][C:32]=3[F:38])[C:5]2=[CH:4][CH:3]=1.Cl.CNC.CCN=C=N[CH2:49][CH2:50][CH2:51]N(C)C.Cl.C1C=CC2N(O)N=NC=2C=1.CCN(C(C)C)C(C)C.[CH3:75][N:76]([CH:78]=[O:79])[CH3:77]. (3) Given the product [NH2:2][CH2:3][CH2:4][CH2:5][N:6]1[C:15]2[CH:14]=[CH:13][C:12]([OH:16])=[CH:11][C:10]=2[C:9]2=[N:18][NH:19][C:20]([CH3:21])=[C:8]2[C:7]1=[O:22], predict the reactants needed to synthesize it. The reactants are: Cl.[NH2:2][CH2:3][CH2:4][CH2:5][N:6]1[C:15]2[CH:14]=[CH:13][C:12]([O:16]C)=[CH:11][C:10]=2[C:9]2=[N:18][NH:19][C:20]([CH3:21])=[C:8]2[C:7]1=[O:22].B(Br)(Br)Br. (4) The reactants are: Br[C:2]1[CH:3]=[CH:4][CH:5]=[C:6]2[C:29]=1[C:9]1([CH2:14][CH2:13][N:12]([C:15](=[O:28])/[CH:16]=[CH:17]/[C:18]3[CH:23]=[CH:22][CH:21]=[CH:20][C:19]=3[C:24]([F:27])([F:26])[F:25])[CH2:11][CH2:10]1)[CH2:8][CH:7]2[CH2:30][C:31]([OH:33])=O.[CH3:34][NH:35][CH2:36][CH2:37][NH:38][CH3:39].C1C=CC2N(O)N=NC=2C=1.CCN(C(C)C)C(C)C.CCN=C=NCCCN(C)C.[ClH:70]. Given the product [Cl:70][C:2]1[CH:3]=[CH:4][CH:5]=[C:6]2[C:29]=1[C:9]1([CH2:14][CH2:13][N:12]([C:15](=[O:28])/[CH:16]=[CH:17]/[C:18]3[CH:23]=[CH:22][CH:21]=[CH:20][C:19]=3[C:24]([F:27])([F:26])[F:25])[CH2:11][CH2:10]1)[CH2:8][CH:7]2[CH2:30][C:31]([N:35]([CH3:34])[CH2:36][CH2:37][NH:38][CH3:39])=[O:33], predict the reactants needed to synthesize it.